Dataset: Reaction yield outcomes from USPTO patents with 853,638 reactions. Task: Predict the reaction yield, written as a fraction of the theoretical maximum amount of product (1.0 means a 100% yield; for example, 0.34 means a 34% yield). (1) The catalyst is CC(C)=O.[Ni]. The product is [NH2:1][C:2]1[N:3]=[CH:4][C:5]2[S:10][C:9](=[O:11])[N:8]([C@@H:12]3[O:24][C@H:23]([CH2:25][O:26][C:27](=[O:29])[CH3:28])[C@@H:18]([O:19][C:20](=[O:22])[CH3:21])[C@H:13]3[O:14][C:15](=[O:17])[CH3:16])[C:6]=2[N:7]=1. The yield is 0.600. The reactants are [NH2:1][C:2]1[NH:3][C:4](=S)[C:5]2[S:10][C:9](=[O:11])[N:8]([C@@H:12]3[O:24][C@H:23]([CH2:25][O:26][C:27](=[O:29])[CH3:28])[C@@H:18]([O:19][C:20](=[O:22])[CH3:21])[C@H:13]3[O:14][C:15](=[O:17])[CH3:16])[C:6]=2[N:7]=1. (2) The reactants are [NH2:1][C:2]1[N:7]=[CH:6][N:5]=[C:4]2[N:8]([CH2:12][C:13]3[N:14]([C:25]4[CH:30]=[CH:29][CH:28]=[CH:27][C:26]=4[CH3:31])[C:15](=[O:24])[C:16]4[C:17]([CH3:23])=[CH:18][CH:19]=[N:20][C:21]=4[CH:22]=3)[N:9]=[C:10](I)[C:3]=12.[OH:32][C:33]1[CH:34]=[C:35](B(O)O)[CH:36]=[CH:37][CH:38]=1.C1C=CC(P(C2C=CC=CC=2)C2C=CC=CC=2)=CC=1.C([O-])([O-])=O.[Na+].[Na+]. The catalyst is CN(C=O)C.C(O)C.O.CC([O-])=O.CC([O-])=O.[Pd+2]. The product is [NH2:1][C:2]1[N:7]=[CH:6][N:5]=[C:4]2[N:8]([CH2:12][C:13]3[N:14]([C:25]4[CH:30]=[CH:29][CH:28]=[CH:27][C:26]=4[CH3:31])[C:15](=[O:24])[C:16]4[C:17]([CH3:23])=[CH:18][CH:19]=[N:20][C:21]=4[CH:22]=3)[N:9]=[C:10]([C:37]3[CH:36]=[CH:35][CH:34]=[C:33]([OH:32])[CH:38]=3)[C:3]=12. The yield is 0.690. (3) The reactants are C(OC([N:8]1[CH2:13][CH2:12][CH:11]([C:14]2[CH:19]=[CH:18][C:17]([NH:20][C:21]([C:23]3[N:24](COCC[Si](C)(C)C)[CH:25]=[C:26]([C:28]#[N:29])[N:27]=3)=[O:22])=[C:16]([C:38]3[CH2:43][CH2:42][C:41]([CH3:45])([CH3:44])[CH2:40][CH:39]=3)[N:15]=2)[CH2:10][CH2:9]1)=O)(C)(C)C.[C:46]([OH:52])([C:48]([F:51])([F:50])[F:49])=[O:47].CO. The catalyst is C(Cl)Cl.CO. The product is [F:49][C:48]([F:51])([F:50])[C:46]([OH:52])=[O:47].[CH3:44][C:41]1([CH3:45])[CH2:42][CH2:43][C:38]([C:16]2[N:15]=[C:14]([CH:11]3[CH2:12][CH2:13][NH:8][CH2:9][CH2:10]3)[CH:19]=[CH:18][C:17]=2[NH:20][C:21]([C:23]2[NH:24][CH:25]=[C:26]([C:28]#[N:29])[N:27]=2)=[O:22])=[CH:39][CH2:40]1. The yield is 0.970. (4) The reactants are CCN(C(C)C)C(C)C.[C:10]([O:13][CH2:14][CH2:15][C:16]1[C:21]([N+:22]([O-:24])=[O:23])=[CH:20][CH:19]=[C:18]([NH2:25])[C:17]=1[F:26])(=[O:12])[CH3:11].[F:27][C:28]([F:38])([C:32]1[CH:37]=[CH:36][CH:35]=[CH:34][CH:33]=1)[C:29](Cl)=[O:30]. The catalyst is C(Cl)Cl. The product is [C:10]([O:13][CH2:14][CH2:15][C:16]1[C:21]([N+:22]([O-:24])=[O:23])=[CH:20][CH:19]=[C:18]([NH:25][C:29](=[O:30])[C:28]([F:27])([F:38])[C:32]2[CH:37]=[CH:36][CH:35]=[CH:34][CH:33]=2)[C:17]=1[F:26])(=[O:12])[CH3:11]. The yield is 0.920. (5) The product is [CH3:1][O:2][C:3]1[CH:4]=[C:5]([C:11]#[C:12][C:13]2[CH:20]=[C:19]([O:21][CH3:22])[C:18]([O:23][CH3:24])=[CH:17][C:14]=2[O:33][CH2:32][O:34][CH3:38])[CH:6]=[CH:7][C:8]=1[O:9][CH3:10]. The catalyst is C(Cl)Cl.C([O-])(O)=O.[Na+].CCOC(C)=O.C(Cl)Cl.O. The reactants are [CH3:1][O:2][C:3]1[CH:4]=[C:5]([C:11]#[C:12][C:13]2[CH:20]=[C:19]([O:21][CH3:22])[C:18]([O:23][CH3:24])=[CH:17][C:14]=2C=O)[CH:6]=[CH:7][C:8]=1[O:9][CH3:10].C1C=C(Cl)C=C([C:32]([O:34]O)=[O:33])C=1.[OH-].[K+].[C:38]1(O)C=CC=CC=1.CCN(C(C)C)C(C)C.COCCl. The yield is 0.670. (6) The reactants are [CH3:1][O:2][C:3]1[CH:8]=[CH:7][C:6]([C:9]2([C:12]([OH:14])=[O:13])[CH2:11][CH2:10]2)=[CH:5][CH:4]=1.O.[C:16]1(C)C=CC(S(O)(=O)=O)=CC=1. The catalyst is CO. The product is [CH3:16][O:13][C:12]([C:9]1([C:6]2[CH:5]=[CH:4][C:3]([O:2][CH3:1])=[CH:8][CH:7]=2)[CH2:10][CH2:11]1)=[O:14]. The yield is 0.990. (7) The reactants are [CH2:1]([OH:13])[CH2:2][CH2:3][CH2:4][CH2:5][CH2:6][CH2:7][CH2:8][CH2:9][CH2:10][CH2:11][CH3:12].[C:14](OCC)(=[O:18])[CH:15]([CH3:17])[OH:16]. No catalyst specified. The product is [C:14]([O:13][CH2:1][CH2:2][CH2:3][CH2:4][CH2:5][CH2:6][CH2:7][CH2:8][CH2:9][CH2:10][CH2:11][CH3:12])(=[O:18])[CH:15]([CH3:17])[OH:16]. The yield is 0.800. (8) The reactants are [CH3:1][C:2]1([NH:18]C(=O)OC(C)(C)C)[CH2:8][CH2:7][CH2:6][N:5]([C:9]2[N:13]([CH3:14])[N:12]=[CH:11][C:10]=2[N+:15]([O-])=O)[CH2:4][CH2:3]1.C(OC([NH:33][C:34]1[S:38][C:37]([C:39]2[C:44]([F:45])=[CH:43][CH:42]=[CH:41][C:40]=2[F:46])=[N:36][C:35]=1[C:47](O)=[O:48])=O)(C)(C)C. No catalyst specified. The product is [NH2:33][C:34]1[S:38][C:37]([C:39]2[C:44]([F:45])=[CH:43][CH:42]=[CH:41][C:40]=2[F:46])=[N:36][C:35]=1[C:47]([NH:15][C:10]1[CH:11]=[N:12][N:13]([CH3:14])[C:9]=1[N:5]1[CH2:6][CH2:7][CH2:8][C:2]([NH2:18])([CH3:1])[CH2:3][CH2:4]1)=[O:48]. The yield is 0.550. (9) The reactants are [N:1]1[CH:6]=[CH:5][CH:4]=[CH:3][C:2]=1[CH2:7][C:8]([O:10][CH2:11][CH3:12])=[O:9].[H-].[Na+].Br[CH:16]1[CH2:20][CH2:19][CH2:18][CH2:17]1.O. The catalyst is CN(C=O)C. The product is [CH:16]1([CH:7]([C:2]2[CH:3]=[CH:4][CH:5]=[CH:6][N:1]=2)[C:8]([O:10][CH2:11][CH3:12])=[O:9])[CH2:20][CH2:19][CH2:18][CH2:17]1. The yield is 0.520. (10) The reactants are [CH3:1][O:2][C:3](=[O:23])[C:4]1[CH:9]=[CH:8][C:7]([O:10][CH3:11])=[C:6]([NH:12][C:13](=[NH:22])[C:14]2[CH:19]=[CH:18][C:17]([F:20])=[CH:16][C:15]=2[Cl:21])[CH:5]=1.[O-]Cl.[Na+].C([O-])([O-])=O.[Na+].[Na+]. The catalyst is CO. The product is [CH3:1][O:2][C:3]([C:4]1[C:5]2[N:22]=[C:13]([C:14]3[CH:19]=[CH:18][C:17]([F:20])=[CH:16][C:15]=3[Cl:21])[NH:12][C:6]=2[C:7]([O:10][CH3:11])=[CH:8][CH:9]=1)=[O:23]. The yield is 0.520.